Dataset: Catalyst prediction with 721,799 reactions and 888 catalyst types from USPTO. Task: Predict which catalyst facilitates the given reaction. Reactant: [CH3:1][S:2]([N:5]1[CH2:14][CH2:13][C:12]2[C:7](=[CH:8][CH:9]=[C:10]([OH:15])[CH:11]=2)[CH2:6]1)(=[O:4])=[O:3].[CH2:16]([O:20][CH2:21][C:22]1[CH:27]=[CH:26][CH:25]=[CH:24][CH:23]=1)[CH:17]1[O:19][CH2:18]1.[OH-].C([N+](C)(C)C)C1C=CC=CC=1. Product: [CH2:21]([O:20][CH2:16][CH:17]([OH:19])[CH2:18][O:15][C:10]1[CH:11]=[C:12]2[C:7](=[CH:8][CH:9]=1)[CH2:6][N:5]([S:2]([CH3:1])(=[O:4])=[O:3])[CH2:14][CH2:13]2)[C:22]1[CH:27]=[CH:26][CH:25]=[CH:24][CH:23]=1. The catalyst class is: 121.